Predict the product of the given reaction. From a dataset of Forward reaction prediction with 1.9M reactions from USPTO patents (1976-2016). (1) Given the reactants [Br:1][C:2]1[C:9]([OH:10])=[CH:8][CH:7]=[C:6]([OH:11])[C:3]=1[CH:4]=O.Cl.[NH2:13][OH:14].[OH-].[Na+], predict the reaction product. The product is: [Br:1][C:2]1[C:9]([OH:10])=[CH:8][CH:7]=[C:6]([OH:11])[C:3]=1[CH:4]=[N:13][OH:14]. (2) The product is: [CH3:18][S:17][C:13]1[N:12]=[C:11]([C:10]2[C:5]3[C:6](=[N:7][C:2]([NH:26][CH2:25][CH2:24][N:19]4[CH2:23][CH2:22][CH2:21][CH2:20]4)=[N:3][CH:4]=3)[NH:8][N:9]=2)[CH:16]=[CH:15][N:14]=1. Given the reactants Cl[C:2]1[N:7]=[C:6]2[NH:8][N:9]=[C:10]([C:11]3[CH:16]=[CH:15][N:14]=[C:13]([S:17][CH3:18])[N:12]=3)[C:5]2=[CH:4][N:3]=1.[N:19]1([CH2:24][CH2:25][NH2:26])[CH2:23][CH2:22][CH2:21][CH2:20]1.C(N(CC)CC)C, predict the reaction product. (3) Given the reactants [Cl:1][C:2]1[CH:7]=[C:6]([Cl:8])[CH:5]=[CH:4][C:3]=1[C:9]1[C:17]2[O:16][CH:15]([CH2:18][NH2:19])[CH2:14][C:13]=2[CH:12]=[CH:11][CH:10]=1.C(N(C(C)C)CC)(C)C.Cl[C:30]([O:32][CH2:33][C:34]1[CH:39]=[CH:38][CH:37]=[CH:36][CH:35]=1)=[O:31].C(OC(=O)NCC1CC2C=CC=C(C3CCCC3)C=2O1)C1C=CC=CC=1, predict the reaction product. The product is: [CH2:33]([O:32][C:30](=[O:31])[NH:19][CH2:18][CH:15]1[CH2:14][C:13]2[CH:12]=[CH:11][CH:10]=[C:9]([C:3]3[CH:4]=[CH:5][C:6]([Cl:8])=[CH:7][C:2]=3[Cl:1])[C:17]=2[O:16]1)[C:34]1[CH:39]=[CH:38][CH:37]=[CH:36][CH:35]=1.